This data is from Full USPTO retrosynthesis dataset with 1.9M reactions from patents (1976-2016). The task is: Predict the reactants needed to synthesize the given product. (1) Given the product [CH3:32][O:31][C:28]1[CH:29]=[CH:30][C:25]([CH2:24][N:23]([CH2:33][C:34]2[CH:39]=[CH:38][C:37]([O:40][CH3:41])=[CH:36][CH:35]=2)[C:20]2[N:19]=[CH:18][C:17]([C:16]3[C:11]4[CH2:10][CH2:9][N:8]([C:5]5[CH:6]=[N:7][C:2]([N:48]6[CH2:53][CH2:52][O:51][CH2:50][CH2:49]6)=[CH:3][CH:4]=5)[C:12]=4[N:13]=[C:14]([N:42]4[CH2:47][CH2:46][O:45][CH2:44][CH2:43]4)[N:15]=3)=[CH:22][N:21]=2)=[CH:26][CH:27]=1, predict the reactants needed to synthesize it. The reactants are: Cl[C:2]1[N:7]=[CH:6][C:5]([N:8]2[C:12]3[N:13]=[C:14]([N:42]4[CH2:47][CH2:46][O:45][CH2:44][CH2:43]4)[N:15]=[C:16]([C:17]4[CH:18]=[N:19][C:20]([N:23]([CH2:33][C:34]5[CH:39]=[CH:38][C:37]([O:40][CH3:41])=[CH:36][CH:35]=5)[CH2:24][C:25]5[CH:30]=[CH:29][C:28]([O:31][CH3:32])=[CH:27][CH:26]=5)=[N:21][CH:22]=4)[C:11]=3[CH2:10][CH2:9]2)=[CH:4][CH:3]=1.[NH:48]1[CH2:53][CH2:52][O:51][CH2:50][CH2:49]1. (2) Given the product [CH2:1]([O:5][C:6]1[CH:11]=[CH:10][C:9]([S:12]([N:15]2[CH2:20][CH2:19][O:18][CH2:17][CH:16]2[C:21]([NH:42][OH:43])=[O:23])(=[O:14])=[O:13])=[CH:8][CH:7]=1)[C:2]#[C:3][CH3:4], predict the reactants needed to synthesize it. The reactants are: [CH2:1]([O:5][C:6]1[CH:11]=[CH:10][C:9]([S:12]([N:15]2[CH2:20][CH2:19][O:18][CH2:17][CH:16]2[C:21]([OH:23])=O)(=[O:14])=[O:13])=[CH:8][CH:7]=1)[C:2]#[C:3][CH3:4].CN(C=O)C.C(Cl)(=O)C(Cl)=O.C(N(CC)CC)C.[NH2:42][OH:43]. (3) The reactants are: [CH:1]1([CH2:4][O:5][C:6]2[CH:7]=[C:8]([CH:13]=[CH:14][C:15]=2[N+:16]([O-])=O)[C:9]([O:11][CH3:12])=[O:10])[CH2:3][CH2:2]1. Given the product [NH2:16][C:15]1[CH:14]=[CH:13][C:8]([C:9]([O:11][CH3:12])=[O:10])=[CH:7][C:6]=1[O:5][CH2:4][CH:1]1[CH2:3][CH2:2]1, predict the reactants needed to synthesize it.